Dataset: Full USPTO retrosynthesis dataset with 1.9M reactions from patents (1976-2016). Task: Predict the reactants needed to synthesize the given product. (1) Given the product [F:19][C:16]1[CH:17]=[CH:18][C:13]([CH:9]([NH:8][C:6](=[O:7])[O:5][C:1]([CH3:2])([CH3:3])[CH3:4])[C:10]([N:22]([O:23][CH3:24])[CH3:21])=[O:12])=[CH:14][CH:15]=1, predict the reactants needed to synthesize it. The reactants are: [C:1]([O:5][C:6]([NH:8][CH:9]([C:13]1[CH:18]=[CH:17][C:16]([F:19])=[CH:15][CH:14]=1)[C:10]([OH:12])=O)=[O:7])([CH3:4])([CH3:3])[CH3:2].Cl.[CH3:21][NH:22][O:23][CH3:24].CN1CCOCC1.CN(C1C=CC=CN=1)C.C(N=C=NCCCN(C)C)C.Cl. (2) Given the product [CH3:26][N:11]1[C:12]([C:15]2[CH:16]=[C:17]3[C:22](=[CH:23][CH:24]=2)[N:21]=[C:20]([CH3:25])[CH:19]=[CH:18]3)=[N:13][N:14]=[C:10]1[CH2:9][CH2:8][CH2:7][CH:2]=[O:1], predict the reactants needed to synthesize it. The reactants are: [O:1]1CCCO[CH:2]1[CH2:7][CH2:8][CH2:9][C:10]1[N:11]([CH3:26])[C:12]([C:15]2[CH:16]=[C:17]3[C:22](=[CH:23][CH:24]=2)[N:21]=[C:20]([CH3:25])[CH:19]=[CH:18]3)=[N:13][N:14]=1.S(=O)(=O)(O)O.C(=O)(O)[O-].[Na+]. (3) The reactants are: C(OC([O:8][C@@:9]12[CH2:23][C@@H:22]([C:24]([O:26][C@@H:27]3[C@:36]4([OH:37])[C@@H:31]([C@H:32]([C@@H:39]([CH3:57])[CH2:40][N:41]5[CH2:46][CH2:45][N:44]([C:47]6[N:52]=[C:51]([C:53]([F:56])([F:55])[F:54])[CH:50]=[CH:49][N:48]=6)[CH2:43][CH2:42]5)[CH2:33][CH2:34][C@H:35]4[CH3:38])[CH:30]=[C:29]([CH3:58])[C@H:28]3[O:59][C:60](=[O:62])[CH3:61])=[O:25])[N:21](C(OC(C)(C)C)=O)[C@@H:10]1[O:11][N:12]([CH3:20])[C:13]1[C:18]([Cl:19])=[CH:17][CH:16]=[CH:15][C:14]=12)=O)(C)(C)C.Cl.[C:71](=[O:74])(O)[O-:72].[Na+]. Given the product [OH:72][C:71]([C:53]([F:56])([F:55])[F:54])=[O:74].[Cl:19][C:18]1[C:13]2[N:12]([CH3:20])[O:11][C@H:10]3[NH:21][C@H:22]([C:24]([O:26][C@@H:27]4[C@:36]5([OH:37])[C@@H:31]([C@H:32]([C@@H:39]([CH3:57])[CH2:40][N:41]6[CH2:42][CH2:43][N:44]([C:47]7[N:52]=[C:51]([C:53]([F:56])([F:55])[F:54])[CH:50]=[CH:49][N:48]=7)[CH2:45][CH2:46]6)[CH2:33][CH2:34][C@H:35]5[CH3:38])[CH:30]=[C:29]([CH3:58])[C@H:28]4[O:59][C:60](=[O:62])[CH3:61])=[O:25])[CH2:23][C@@:9]3([OH:8])[C:14]=2[CH:15]=[CH:16][CH:17]=1, predict the reactants needed to synthesize it. (4) Given the product [C:33]([O:37][C:38]([N:40]1[C@H:41]([C:58](=[O:59])[NH:28][C@:23]2([C:21]([NH:20][S:19]([C:14]3[CH:15]=[CH:16][CH:17]=[CH:18][C:13]=3[NH:12][C:11](=[O:31])[CH2:10][CH2:9][CH2:8][CH2:7][CH2:6][CH2:5][CH2:4][C:3]([O:2][CH3:1])=[O:32])(=[O:30])=[O:29])=[O:22])[CH2:25][C@H:24]2[CH:26]=[CH2:27])[CH2:42][C@@H:43]([O:45][C:46]([N:48]2[CH2:56][C:55]3[C:50](=[CH:51][CH:52]=[CH:53][C:54]=3[F:57])[CH2:49]2)=[O:47])[CH2:44]1)=[O:39])([CH3:36])([CH3:34])[CH3:35], predict the reactants needed to synthesize it. The reactants are: [CH3:1][O:2][C:3](=[O:32])[CH2:4][CH2:5][CH2:6][CH2:7][CH2:8][CH2:9][CH2:10][C:11](=[O:31])[NH:12][C:13]1[CH:18]=[CH:17][CH:16]=[CH:15][C:14]=1[S:19](=[O:30])(=[O:29])[NH:20][C:21]([C@@:23]1([NH2:28])[CH2:25][C@H:24]1[CH:26]=[CH2:27])=[O:22].[C:33]([O:37][C:38]([N:40]1[CH2:44][C@H:43]([O:45][C:46]([N:48]2[CH2:56][C:55]3[C:50](=[CH:51][CH:52]=[CH:53][C:54]=3[F:57])[CH2:49]2)=[O:47])[CH2:42][C@H:41]1[C:58](O)=[O:59])=[O:39])([CH3:36])([CH3:35])[CH3:34].CN(C(ON1N=NC2C=CC=NC1=2)=[N+](C)C)C.F[P-](F)(F)(F)(F)F.CCN(C(C)C)C(C)C. (5) Given the product [F:2][C:3]1[CH:4]=[C:5]([C:9]2([NH:15][C:17]3[N:18]=[CH:19][C:20]([C:23]([O:25][CH2:26][CH3:27])=[O:24])=[CH:21][N:22]=3)[CH2:14][CH2:13][CH2:12][CH2:11][CH2:10]2)[CH:6]=[CH:7][CH:8]=1, predict the reactants needed to synthesize it. The reactants are: Cl.[F:2][C:3]1[CH:4]=[C:5]([C:9]2([NH2:15])[CH2:14][CH2:13][CH2:12][CH2:11][CH2:10]2)[CH:6]=[CH:7][CH:8]=1.Cl[C:17]1[N:22]=[CH:21][C:20]([C:23]([O:25][CH2:26][CH3:27])=[O:24])=[CH:19][N:18]=1.CCN(C(C)C)C(C)C. (6) Given the product [Br:8][C:6]1[CH:5]=[CH:4][C:3]([C:9]([N:11]2[CH2:16][CH2:15][CH:14]([N:17]([CH3:19])[CH3:18])[CH2:13][CH2:12]2)=[O:10])=[C:2]([NH:1][C:27](=[O:29])[CH3:28])[CH:7]=1, predict the reactants needed to synthesize it. The reactants are: [NH2:1][C:2]1[CH:7]=[C:6]([Br:8])[CH:5]=[CH:4][C:3]=1[C:9]([N:11]1[CH2:16][CH2:15][CH:14]([N:17]([CH3:19])[CH3:18])[CH2:13][CH2:12]1)=[O:10].C(N(CC)CC)C.[C:27](Cl)(=[O:29])[CH3:28].C([O-])(O)=O.[Na+]. (7) Given the product [CH3:1][C:2]([CH3:37])([CH2:35][CH3:36])[CH2:3][C:4]1[N:5]=[C:6]([C:9]2([CH2:21][C:22]3[CH:27]=[CH:26][C:25]([C:28]4[CH:33]=[CH:32][C:31]([F:34])=[CH:30][N:29]=4)=[CH:24][CH:23]=3)[CH2:13][CH2:12][CH2:11][NH:10]2)[NH:7][CH:8]=1, predict the reactants needed to synthesize it. The reactants are: [CH3:1][C:2]([CH3:37])([CH2:35][CH3:36])[CH2:3][C:4]1[N:5]=[C:6]([C:9]2([CH2:21][C:22]3[CH:27]=[CH:26][C:25]([C:28]4[CH:33]=[CH:32][C:31]([F:34])=[CH:30][N:29]=4)=[CH:24][CH:23]=3)[CH2:13][CH2:12][CH2:11][N:10]2C(OC(C)(C)C)=O)[NH:7][CH:8]=1. (8) Given the product [Cl:2][C:3]1[C:7]([Cl:8])=[C:6]([CH3:9])[NH:5][C:4]=1[C:10]([NH:12][CH:13]1[CH2:18][CH2:17][N:16]([C:20]2[S:21][CH:22]=[CH:23][N:24]=2)[CH2:15][CH2:14]1)=[O:11], predict the reactants needed to synthesize it. The reactants are: Cl.[Cl:2][C:3]1[C:7]([Cl:8])=[C:6]([CH3:9])[NH:5][C:4]=1[C:10]([NH:12][CH:13]1[CH2:18][CH2:17][NH:16][CH2:15][CH2:14]1)=[O:11].Br[C:20]1[S:21][CH:22]=[CH:23][N:24]=1.C(N(CC)C(C)C)(C)C.